This data is from Peptide-MHC class II binding affinity with 134,281 pairs from IEDB. The task is: Regression. Given a peptide amino acid sequence and an MHC pseudo amino acid sequence, predict their binding affinity value. This is MHC class II binding data. The peptide sequence is VDLAKSLRIAAKIYS. The MHC is DRB1_1602 with pseudo-sequence DRB1_1602. The binding affinity (normalized) is 0.350.